From a dataset of Peptide-MHC class II binding affinity with 134,281 pairs from IEDB. Regression. Given a peptide amino acid sequence and an MHC pseudo amino acid sequence, predict their binding affinity value. This is MHC class II binding data. (1) The peptide sequence is IKYTRPGDSLAEVEL. The MHC is HLA-DQA10102-DQB10602 with pseudo-sequence HLA-DQA10102-DQB10602. The binding affinity (normalized) is 0.185. (2) The peptide sequence is AASGAATVAAGGYKV. The MHC is HLA-DPA10103-DPB10301 with pseudo-sequence HLA-DPA10103-DPB10301. The binding affinity (normalized) is 0.208.